This data is from Peptide-MHC class I binding affinity with 185,985 pairs from IEDB/IMGT. The task is: Regression. Given a peptide amino acid sequence and an MHC pseudo amino acid sequence, predict their binding affinity value. This is MHC class I binding data. The peptide sequence is SMTIREFPRK. The MHC is HLA-A03:01 with pseudo-sequence HLA-A03:01. The binding affinity (normalized) is 0.787.